Dataset: Full USPTO retrosynthesis dataset with 1.9M reactions from patents (1976-2016). Task: Predict the reactants needed to synthesize the given product. (1) Given the product [CH2:11]([O:10][C:8]([C:7]1[C:2]2[CH2:3][CH2:4][CH2:5][C:1]=2[NH:25][N:24]=1)=[O:9])[CH3:12], predict the reactants needed to synthesize it. The reactants are: [C:1]1(=O)[CH2:5][CH2:4][CH2:3][CH2:2]1.[C:7](OCC)(=O)[C:8]([O:10][CH2:11][CH3:12])=[O:9].CC([O-])(C)C.[K+].Cl.[NH2:24][NH2:25]. (2) Given the product [CH2:1]([C@@H:4]1[CH2:9][C@H:8]([C:10]2[CH:15]=[CH:14][CH:13]=[C:12]([Cl:16])[CH:11]=2)[C@@H:7]([C:17]2[CH:22]=[CH:21][C:20]([Cl:23])=[CH:19][CH:18]=2)[N:6]([C@@H:28]([CH2:33][CH3:34])[C:29]([O:31][CH3:32])=[O:30])[C:5]1=[O:24])[CH:2]=[CH2:3], predict the reactants needed to synthesize it. The reactants are: [CH2:1]([C@@H:4]1[CH2:9][C@H:8]([C:10]2[CH:15]=[CH:14][CH:13]=[C:12]([Cl:16])[CH:11]=2)[C@@H:7]([C:17]2[CH:22]=[CH:21][C:20]([Cl:23])=[CH:19][CH:18]=2)[NH:6][C:5]1=[O:24])[CH:2]=[CH2:3].[H-].[Na+].Br[CH:28]([CH2:33][CH3:34])[C:29]([O:31][CH3:32])=[O:30]. (3) Given the product [Cl:8][C:4]1[N:3]=[C:2]([C:32]([C:22]2[C:23]3[N:27]=[C:26]([O:28][CH2:29][CH3:30])[NH:25][C:24]=3[CH:31]=[C:20]([C:19]3[C:15]([CH3:14])=[N:16][O:17][C:18]=3[CH3:40])[CH:21]=2)([C:34]2[CH:39]=[CH:38][CH:37]=[CH:36][N:35]=2)[OH:33])[CH:7]=[CH:6][CH:5]=1, predict the reactants needed to synthesize it. The reactants are: Br[C:2]1[CH:7]=[CH:6][CH:5]=[C:4]([Cl:8])[N:3]=1.[Li]CCCC.[CH3:14][C:15]1[C:19]([C:20]2[CH:21]=[C:22]([C:32]([C:34]3[CH:39]=[CH:38][CH:37]=[CH:36][N:35]=3)=[O:33])[C:23]3[N:27]=[C:26]([O:28][CH2:29][CH3:30])[NH:25][C:24]=3[CH:31]=2)=[C:18]([CH3:40])[O:17][N:16]=1. (4) Given the product [NH2:1][C:2]1[N:3]([CH3:23])[C:4](=[O:22])[C:5]2([N:21]=1)[CH:18]1[CH:13]([CH2:14][CH:15]([F:19])[CH2:16][CH2:17]1)[O:12][C:11]1[C:6]2=[CH:7][C:8]([C:27]2[CH:28]=[N:29][CH:30]=[C:25]([Cl:24])[CH:26]=2)=[CH:9][CH:10]=1, predict the reactants needed to synthesize it. The reactants are: [NH2:1][C:2]1[N:3]([CH3:23])[C:4](=[O:22])[C:5]2([N:21]=1)[CH:18]1[CH:13]([CH2:14][CH:15]([F:19])[CH2:16][CH2:17]1)[O:12][C:11]1[C:6]2=[CH:7][C:8](Br)=[CH:9][CH:10]=1.[Cl:24][C:25]1[CH:26]=[C:27](B(O)O)[CH:28]=[N:29][CH:30]=1.C([O-])([O-])=O.[Na+].[Na+].